Dataset: Forward reaction prediction with 1.9M reactions from USPTO patents (1976-2016). Task: Predict the product of the given reaction. (1) Given the reactants [CH3:1][NH:2][C:3]1[CH:4]=[C:5]([C:12]2[S:16][C:15]([N:17]([C:39]([O:41][C:42]([CH3:45])([CH3:44])[CH3:43])=[O:40])[CH2:18][C@@H:19]([NH:31][C:32](=[O:38])[O:33][C:34]([CH3:37])([CH3:36])[CH3:35])[CH2:20][C:21]3[CH:26]=[CH:25][C:24]([C:27]([F:30])([F:29])[F:28])=[CH:23][CH:22]=3)=[N:14][N:13]=2)[CH:6]=[CH:7][C:8]=1[N+:9]([O-])=O.O.C(O)(=O)C, predict the reaction product. The product is: [CH3:1][NH:2][C:3]1[CH:4]=[C:5]([C:12]2[S:16][C:15]([N:17]([C:39]([O:41][C:42]([CH3:45])([CH3:44])[CH3:43])=[O:40])[CH2:18][C@@H:19]([NH:31][C:32](=[O:38])[O:33][C:34]([CH3:37])([CH3:36])[CH3:35])[CH2:20][C:21]3[CH:22]=[CH:23][C:24]([C:27]([F:28])([F:29])[F:30])=[CH:25][CH:26]=3)=[N:14][N:13]=2)[CH:6]=[CH:7][C:8]=1[NH2:9]. (2) Given the reactants Br[C:2]1[CH:3]=[CH:4][C:5]([C:8]([N:10]2[CH2:15][C@@H:14]3[CH2:16][C@H:11]2[CH2:12][N:13]3[C:17]([C@@H:19]([NH:24][C:25]([C:27]2[NH:28][C:29]3[C:34]([CH:35]=2)=[CH:33][CH:32]=[CH:31][CH:30]=3)=[O:26])[C:20]([CH3:23])([CH3:22])[CH3:21])=[O:18])=[O:9])=[N:6][CH:7]=1.[CH3:36][N:37]([CH3:47])[C:38]1[CH:43]=[CH:42][C:41](B(O)O)=[CH:40][CH:39]=1.C(=O)([O-])[O-].[K+].[K+].O, predict the reaction product. The product is: [CH3:36][N:37]([CH3:47])[C:38]1[CH:43]=[CH:42][C:41]([C:2]2[CH:3]=[CH:4][C:5]([C:8]([N:10]3[CH2:15][C@@H:14]4[CH2:16][C@H:11]3[CH2:12][N:13]4[C:17]([C@@H:19]([NH:24][C:25]([C:27]3[NH:28][C:29]4[C:34]([CH:35]=3)=[CH:33][CH:32]=[CH:31][CH:30]=4)=[O:26])[C:20]([CH3:21])([CH3:22])[CH3:23])=[O:18])=[O:9])=[N:6][CH:7]=2)=[CH:40][CH:39]=1. (3) Given the reactants [NH2:1][C:2]1[C:10]2[C:5](=[N:6][C:7]([CH3:15])=[CH:8][C:9]=2[C:11]([F:14])([F:13])[F:12])[S:4][C:3]=1[C:16]([OH:18])=O.CN(C(ON1N=NC2C=CC=NC1=2)=[N+](C)C)C.F[P-](F)(F)(F)(F)F.CCN(C(C)C)C(C)C.[CH3:52][C@H:53]([C:56]1[CH:61]=[CH:60][CH:59]=[CH:58][CH:57]=1)[CH2:54][NH2:55], predict the reaction product. The product is: [NH2:1][C:2]1[C:10]2[C:5](=[N:6][C:7]([CH3:15])=[CH:8][C:9]=2[C:11]([F:12])([F:13])[F:14])[S:4][C:3]=1[C:16]([NH:55][CH2:54][C@@H:53]([C:56]1[CH:61]=[CH:60][CH:59]=[CH:58][CH:57]=1)[CH3:52])=[O:18]. (4) Given the reactants I[C:2]1[CH:3]=[C:4]([C:20]([NH:22][CH2:23][C:24]2[CH:29]=[CH:28][C:27]([S:30]([CH3:33])(=[O:32])=[O:31])=[CH:26][CH:25]=2)=[O:21])[C:5](=[O:19])[N:6]([C:9]2[CH:14]=[CH:13][CH:12]=[C:11]([C:15]([F:18])([F:17])[F:16])[CH:10]=2)[C:7]=1[CH3:8].O.[N:35]1[C:48]2[C:39](=[CH:40][CH:41]=C3C=2N=CC=C3)[CH:38]=[CH:37][CH:36]=1.C1(P(C2C=CC=CC=2)C2C=CC=CC=2)C=CC=CC=1.C(=O)([O-])[O-].[Cs+].[Cs+].C[Si](C#CC1C=NC=CC=1)(C)C, predict the reaction product. The product is: [CH3:8][C:7]1[N:6]([C:9]2[CH:14]=[CH:13][CH:12]=[C:11]([C:15]([F:18])([F:16])[F:17])[CH:10]=2)[C:5](=[O:19])[C:4]([C:20]([NH:22][CH2:23][C:24]2[CH:29]=[CH:28][C:27]([S:30]([CH3:33])(=[O:31])=[O:32])=[CH:26][CH:25]=2)=[O:21])=[CH:3][C:2]=1[C:41]#[C:40][C:39]1[CH:48]=[N:35][CH:36]=[CH:37][CH:38]=1. (5) Given the reactants [C:1]([O:5][C:6]([NH:8][CH2:9][CH:10]1[CH2:13][N:12](C(C2C=CC=CC=2)C2C=CC=CC=2)[CH2:11]1)=[O:7])([CH3:4])([CH3:3])[CH3:2], predict the reaction product. The product is: [C:1]([O:5][C:6]([NH:8][CH2:9][CH:10]1[CH2:11][NH:12][CH2:13]1)=[O:7])([CH3:4])([CH3:2])[CH3:3]. (6) The product is: [Br:1][C:2]1[CH:11]=[CH:10][C:5]([C:6]([NH:8][N:9]2[C:12](=[O:14])[CH:13]3[CH:5]([CH2:4][CH2:3][CH2:2][CH2:11]3)[C:6]2=[O:7])=[O:7])=[CH:4][CH:3]=1. Given the reactants [Br:1][C:2]1[CH:11]=[CH:10][C:5]([C:6]([NH:8][NH2:9])=[O:7])=[CH:4][CH:3]=1.[CH2:12]([OH:14])[CH3:13], predict the reaction product. (7) Given the reactants [Cl:1][C:2]1[CH:20]=[C:19]([N+:21]([O-])=O)[CH:18]=[C:17]([CH3:24])[C:3]=1[O:4][C:5]1[CH:6]=[C:7]2[C:11](=[CH:12][CH:13]=1)[NH:10][CH:9]=[C:8]2[CH:14]([CH3:16])[CH3:15], predict the reaction product. The product is: [Cl:1][C:2]1[CH:20]=[C:19]([CH:18]=[C:17]([CH3:24])[C:3]=1[O:4][C:5]1[CH:6]=[C:7]2[C:11](=[CH:12][CH:13]=1)[NH:10][CH:9]=[C:8]2[CH:14]([CH3:15])[CH3:16])[NH2:21]. (8) Given the reactants [CH:1]1([C:4]2[N:8]3[CH:9]=[CH:10][CH:11]=[CH:12][C:7]3=[N:6][C:5]=2C(O)=O)[CH2:3][CH2:2]1.C([N:18]([CH2:21]C)CC)C.C1(P(N=[N+]=[N-])(C2C=CC=CC=2)=[O:30])C=CC=CC=1.[C:40]([OH:44])([CH3:43])([CH3:42])[CH3:41], predict the reaction product. The product is: [CH:1]1([C:4]2[N:8]3[CH:9]=[CH:10][CH:11]=[CH:12][C:7]3=[N:6][C:5]=2[NH:18][C:21](=[O:30])[O:44][C:40]([CH3:43])([CH3:42])[CH3:41])[CH2:2][CH2:3]1. (9) Given the reactants C([NH:4][C:5]1[CH:25]=[CH:24][C:8]([O:9][C:10]2[N:11]3[C:15]([CH:16]=[CH:17][CH:18]=2)=[N:14][C:13]([NH:19][C:20](=[O:23])[O:21][CH3:22])=[CH:12]3)=[CH:7][CH:6]=1)(=O)C.Cl.[NH4+].[OH-], predict the reaction product. The product is: [NH2:4][C:5]1[CH:6]=[CH:7][C:8]([O:9][C:10]2[N:11]3[C:15]([CH:16]=[CH:17][CH:18]=2)=[N:14][C:13]([NH:19][C:20](=[O:23])[O:21][CH3:22])=[CH:12]3)=[CH:24][CH:25]=1.